Dataset: Catalyst prediction with 721,799 reactions and 888 catalyst types from USPTO. Task: Predict which catalyst facilitates the given reaction. (1) Reactant: [CH3:1][C@H:2]1[CH2:7][NH:6][CH2:5][CH2:4][N:3]1C(OC(C)(C)C)=O.CCN(C(C)C)C(C)C.[C:24]([C:26]1[CH:31]=[CH:30][C:29]([S:32](Cl)(=[O:34])=[O:33])=[CH:28][CH:27]=1)#[N:25].C([O-])(O)=O.[Na+].C(O)(C(F)(F)F)=O.[OH-].[Na+]. Product: [CH3:1][C@@H:2]1[NH:3][CH2:4][CH2:5][N:6]([S:32]([C:29]2[CH:28]=[CH:27][C:26]([C:24]#[N:25])=[CH:31][CH:30]=2)(=[O:34])=[O:33])[CH2:7]1. The catalyst class is: 4. (2) Reactant: [CH2:1]([O:8][C:9]1[CH:14]=[CH:13][C:12]([C:15](=[CH2:18])[CH:16]=[CH2:17])=[CH:11][CH:10]=1)[C:2]1[CH:7]=[CH:6][CH:5]=[CH:4][CH:3]=1.[CH3:19][C:20](=[CH2:23])[CH:21]=[O:22].B(F)(F)F. Product: [CH2:1]([O:8][C:9]1[CH:10]=[CH:11][C:12]([C:15]2[CH2:18][CH2:19][C:20]([CH3:23])([CH:21]=[O:22])[CH2:17][CH:16]=2)=[CH:13][CH:14]=1)[C:2]1[CH:3]=[CH:4][CH:5]=[CH:6][CH:7]=1. The catalyst class is: 2. (3) Reactant: [C:1]([O:5][C:6]([NH:8][C@@H:9]([C:14]1[CH:19]=[CH:18][C:17]([F:20])=[C:16]([F:21])[CH:15]=1)[CH2:10][C:11]([OH:13])=O)=[O:7])([CH3:4])([CH3:3])[CH3:2].[CH:22]([N:25]1[C:30](=[O:31])[CH2:29][C:28](=[O:32])[NH:27][C:26]1=[O:33])([CH3:24])[CH3:23].C(N(CC)CC)C.CCN=C=NCCCN(C)C.C1C=CC2N(O)N=NC=2C=1. Product: [F:21][C:16]1[CH:15]=[C:14]([C@H:9]([NH:8][C:6](=[O:7])[O:5][C:1]([CH3:2])([CH3:3])[CH3:4])[CH2:10][C:11]([CH:29]2[C:30](=[O:31])[N:25]([CH:22]([CH3:23])[CH3:24])[C:26](=[O:33])[NH:27][C:28]2=[O:32])=[O:13])[CH:19]=[CH:18][C:17]=1[F:20]. The catalyst class is: 154. (4) Reactant: [CH3:1][C:2]1[C:6]([S:7]([NH2:10])(=[O:9])=[O:8])=[C:5]([CH3:11])[O:4][N:3]=1.[Cl:12][C:13]1[CH:41]=[C:40]([F:42])[CH:39]=[CH:38][C:14]=1[CH2:15][O:16][C:17]1[CH:22]=[CH:21][CH:20]=[CH:19][C:18]=1[C:23]1[N:24]([C:29]2[CH:30]=[C:31]([CH:35]=[CH:36][CH:37]=2)[C:32](O)=[O:33])[C:25]([CH3:28])=[CH:26][CH:27]=1.C(C1NC=CN=1)(C1NC=CN=1)=O.C(N(C(C)C)CC)(C)C. Product: [Cl:12][C:13]1[CH:41]=[C:40]([F:42])[CH:39]=[CH:38][C:14]=1[CH2:15][O:16][C:17]1[CH:22]=[CH:21][CH:20]=[CH:19][C:18]=1[C:23]1[N:24]([C:29]2[CH:30]=[C:31]([CH:35]=[CH:36][CH:37]=2)[C:32]([NH:10][S:7]([C:6]2[C:2]([CH3:1])=[N:3][O:4][C:5]=2[CH3:11])(=[O:9])=[O:8])=[O:33])[C:25]([CH3:28])=[CH:26][CH:27]=1. The catalyst class is: 49. (5) Reactant: Cl[C:2]1[N:7]=[C:6]([C:8]2[S:12][C:11]([NH:13][CH2:14][CH3:15])=[N:10][C:9]=2[C:16]2[CH:21]=[C:20]([O:22][CH3:23])[CH:19]=[C:18]([CH3:24])[CH:17]=2)[CH:5]=[CH:4][N:3]=1.[O:25]=[S:26]1(=[O:39])[CH2:31][CH2:30][N:29]([C:32]2[N:37]=[CH:36][C:35]([NH2:38])=[CH:34][CH:33]=2)[CH2:28][CH2:27]1.CC(O)C.Cl. Product: [O:39]=[S:26]1(=[O:25])[CH2:27][CH2:28][N:29]([C:32]2[N:37]=[CH:36][C:35]([NH:38][C:2]3[N:7]=[C:6]([C:8]4[S:12][C:11]([NH:13][CH2:14][CH3:15])=[N:10][C:9]=4[C:16]4[CH:21]=[C:20]([O:22][CH3:23])[CH:19]=[C:18]([CH3:24])[CH:17]=4)[CH:5]=[CH:4][N:3]=3)=[CH:34][CH:33]=2)[CH2:30][CH2:31]1. The catalyst class is: 12.